Dataset: Reaction yield outcomes from USPTO patents with 853,638 reactions. Task: Predict the reaction yield, written as a fraction of the theoretical maximum amount of product (1.0 means a 100% yield; for example, 0.34 means a 34% yield). (1) The reactants are [OH:1][C:2]1[CH:3]=[C:4]([CH:14]=[CH:15][N:16]=1)[C:5]([NH:7][C:8]1[CH:13]=[CH:12][CH:11]=[CH:10][CH:9]=1)=[O:6].[CH2:17]([NH:24][C:25]([C:27]1[S:31][C:30](Br)=[N:29][C:28]=1[CH3:33])=[O:26])[C:18]1[CH:23]=[CH:22][CH:21]=[CH:20][CH:19]=1. No catalyst specified. The product is [CH2:17]([NH:24][C:25]([C:27]1[S:31][C:30]([N:16]2[CH:15]=[CH:14][C:4]([C:5](=[O:6])[NH:7][C:8]3[CH:13]=[CH:12][CH:11]=[CH:10][CH:9]=3)=[CH:3][C:2]2=[O:1])=[N:29][C:28]=1[CH3:33])=[O:26])[C:18]1[CH:19]=[CH:20][CH:21]=[CH:22][CH:23]=1. The yield is 0.200. (2) The reactants are [CH3:1][O:2][C:3]1[CH:4]=[C:5]([CH:7]=[CH:8][C:9]=1[C:10]1[O:14][CH:13]=[N:12][CH:11]=1)[NH2:6].S1C2[CH:20]=[CH:21][C:22]([CH:24]=[O:25])=[CH:23][C:18]=2[CH:17]=C1. No catalyst specified. The product is [O:25]1[CH:20]=[CH:21][C:22]([CH2:23][CH:18]=[CH:17][NH:6][C:5]2[CH:7]=[CH:8][C:9]([C:10]3[O:14][CH:13]=[N:12][CH:11]=3)=[C:3]([O:2][CH3:1])[CH:4]=2)=[CH:24]1. The yield is 0.568. (3) The reactants are Cl.[NH2:2][CH2:3][C:4]1[CH:5]=[C:6]2[C:11](=[CH:12][CH:13]=1)[N:10]=[C:9]([CH3:14])[N:8]([CH:15]1[CH2:20][CH2:19][C:18](=[O:21])[NH:17][C:16]1=[O:22])[C:7]2=[O:23].C([N:26]([CH2:29]C)[CH2:27][CH3:28])C.[F:31][C:32]([F:44])([F:43])[O:33][C:34]1[CH:39]=CC=[CH:36][C:35]=1N=C=O.C1C[O:48]CC1. No catalyst specified. The product is [O:22]=[C:16]1[CH:15]([N:8]2[C:7](=[O:23])[C:6]3[C:11](=[CH:12][CH:13]=[C:4]([CH2:3][NH:2][C:29]([NH:26][C:27]4[CH:28]=[CH:39][C:34]([O:33][C:32]([F:44])([F:43])[F:31])=[CH:35][CH:36]=4)=[O:48])[CH:5]=3)[N:10]=[C:9]2[CH3:14])[CH2:20][CH2:19][C:18](=[O:21])[NH:17]1. The yield is 0.670. (4) The reactants are C([N:4]1[C:12]2[C:7](=[CH:8][CH:9]=[C:10]([NH:13][C:14]([C:16]3[C:25](=[O:26])[C:24]4[C:19](=[CH:20][CH:21]=[CH:22][CH:23]=4)[NH:18][CH:17]=3)=[O:15])[CH:11]=2)[CH2:6][CH2:5]1)(=O)C.[OH-].[Na+]. The catalyst is C(O)C. The product is [NH:4]1[C:12]2[C:7](=[CH:8][CH:9]=[C:10]([NH:13][C:14]([C:16]3[C:25](=[O:26])[C:24]4[C:19](=[CH:20][CH:21]=[CH:22][CH:23]=4)[NH:18][CH:17]=3)=[O:15])[CH:11]=2)[CH2:6][CH2:5]1. The yield is 0.200.